This data is from TCR-epitope binding with 47,182 pairs between 192 epitopes and 23,139 TCRs. The task is: Binary Classification. Given a T-cell receptor sequence (or CDR3 region) and an epitope sequence, predict whether binding occurs between them. (1) The epitope is KPLEFGATSAAL. The TCR CDR3 sequence is CASSLEVSNMNTEAFF. Result: 1 (the TCR binds to the epitope). (2) The epitope is HLVDFQVTI. The TCR CDR3 sequence is CASSLLQGQETQYF. Result: 0 (the TCR does not bind to the epitope). (3) The epitope is SLVKPSFYV. The TCR CDR3 sequence is CATSDPGSYEQYF. Result: 0 (the TCR does not bind to the epitope). (4) The epitope is RQLLFVVEV. The TCR CDR3 sequence is CASSLDGHNEQFF. Result: 1 (the TCR binds to the epitope). (5) The TCR CDR3 sequence is CASSPRTSGEFQETQYF. Result: 1 (the TCR binds to the epitope). The epitope is KAYNVTQAF. (6) The epitope is GTHWFVTQR. The TCR CDR3 sequence is CASSPLVSSYNEQFF. Result: 0 (the TCR does not bind to the epitope). (7) The epitope is KLSALGINAV. The TCR CDR3 sequence is CASSLVDSNTEAFF. Result: 0 (the TCR does not bind to the epitope). (8) The epitope is LLQTGIHVRVSQPSL. The TCR CDR3 sequence is CASREGGGNSYNEQFF. Result: 0 (the TCR does not bind to the epitope). (9) Result: 1 (the TCR binds to the epitope). The epitope is AYILFTRFFYV. The TCR CDR3 sequence is CSVGPGVGNTGELFF. (10) The epitope is MMISAGFSL. The TCR CDR3 sequence is CASQHGPGIGTGELFF. Result: 0 (the TCR does not bind to the epitope).